This data is from Forward reaction prediction with 1.9M reactions from USPTO patents (1976-2016). The task is: Predict the product of the given reaction. (1) Given the reactants [C:1]([O:5][C:6]([NH:8][CH:9]([C@H:16]1[CH2:20][N:19]([C@@H:21]([C:23]2[CH:28]=[CH:27][CH:26]=[CH:25][CH:24]=2)[CH3:22])[C:18](=O)[CH2:17]1)[C:10]1[CH:15]=[CH:14][CH:13]=[CH:12][CH:11]=1)=[O:7])([CH3:4])([CH3:3])[CH3:2], predict the reaction product. The product is: [C:1]([O:5][C:6]([NH:8][CH:9]([C@@H:16]1[CH2:17][CH2:18][N:19]([C@@H:21]([C:23]2[CH:24]=[CH:25][CH:26]=[CH:27][CH:28]=2)[CH3:22])[CH2:20]1)[C:10]1[CH:15]=[CH:14][CH:13]=[CH:12][CH:11]=1)=[O:7])([CH3:2])([CH3:3])[CH3:4]. (2) Given the reactants F[C:2]1[CH:3]=[C:4]([CH:7]=[CH:8][C:9]=1[C:10]([F:13])([F:12])[F:11])[C:5]#[N:6].[NH:14]1[CH2:19][CH2:18][CH2:17][CH2:16][CH2:15]1.C(OC(=O)C)C, predict the reaction product. The product is: [N:14]1([C:2]2[CH:3]=[C:4]([CH:7]=[CH:8][C:9]=2[C:10]([F:13])([F:12])[F:11])[C:5]#[N:6])[CH2:19][CH2:18][CH2:17][CH2:16][CH2:15]1. (3) Given the reactants FC(F)(F)S(O[C:7]1[C:12]2[CH2:13][CH2:14][CH:15]([C:19]([N:21]3[CH2:26][CH2:25][CH:24]([C:27]4[CH:32]=[CH:31][CH:30]=[CH:29][C:28]=4[CH3:33])[CH2:23][CH2:22]3)=[O:20])[CH2:16][C:17](=[O:18])[C:11]=2[CH:10]=[CH:9][CH:8]=1)(=O)=O.[Li+].[Cl-].[C:38]1(P(C2C=CC=CC=2)C2C=CC=CC=2)C=CC=C[CH:39]=1.C([Sn](CCCC)(CCCC)C=C)CCC, predict the reaction product. The product is: [CH:38]([C:7]1[C:12]2[CH2:13][CH2:14][CH:15]([C:19]([N:21]3[CH2:22][CH2:23][CH:24]([C:27]4[CH:32]=[CH:31][CH:30]=[CH:29][C:28]=4[CH3:33])[CH2:25][CH2:26]3)=[O:20])[CH2:16][C:17](=[O:18])[C:11]=2[CH:10]=[CH:9][CH:8]=1)=[CH2:39]. (4) The product is: [F:26][C:2]([F:1])([F:25])[C:3]1[N:8]2[N:9]=[CH:10][C:11]([C:12]3[O:27][N:28]=[C:29]([C:30]4[CH:31]=[C:32]([S:36]([NH2:37])(=[O:38])=[O:39])[CH:33]=[CH:34][CH:35]=4)[N:40]=3)=[C:7]2[N:6]=[C:5]([C:15]2[CH:16]=[CH:17][C:18]([C:21]([F:24])([F:23])[F:22])=[CH:19][CH:20]=2)[CH:4]=1. Given the reactants [F:1][C:2]([F:26])([F:25])[C:3]1[N:8]2[N:9]=[CH:10][C:11]([C:12](O)=O)=[C:7]2[N:6]=[C:5]([C:15]2[CH:20]=[CH:19][C:18]([C:21]([F:24])([F:23])[F:22])=[CH:17][CH:16]=2)[CH:4]=1.[OH:27][NH:28][C:29](=[NH:40])[C:30]1[CH:35]=[CH:34][CH:33]=[C:32]([S:36](=[O:39])(=[O:38])[NH2:37])[CH:31]=1, predict the reaction product. (5) Given the reactants [C:1]([O-:4])([O-:3])=O.[K+].[K+].[NH:7]1[CH2:12][CH2:11][CH2:10][CH2:9][CH2:8]1.[C:13](Cl)([O:15][CH2:16][C:17]1[CH:22]=[CH:21][CH:20]=[CH:19][CH:18]=1)=[O:14].[CH2:24]1COC[CH2:25]1.O, predict the reaction product. The product is: [CH2:24]([O:3][C:1]([C@@H:9]1[CH2:10][CH2:11][CH2:12][N:7]([C:13]([O:15][CH2:16][C:17]2[CH:22]=[CH:21][CH:20]=[CH:19][CH:18]=2)=[O:14])[CH2:8]1)=[O:4])[CH3:25]. (6) Given the reactants Cl.Cl.[F:3][C:4]1[CH:5]=[C:6]([C:10]2[NH:11][C:12]([CH2:21]Cl)=[C:13]([C:15]3[CH:16]=[N:17][CH:18]=[CH:19][CH:20]=3)[N:14]=2)[CH:7]=[CH:8][CH:9]=1.[CH3:23][S:24]C.[Na].C(N(CC)CC)C.O, predict the reaction product. The product is: [F:3][C:4]1[CH:5]=[C:6]([C:10]2[NH:11][C:12]([CH2:21][S:24][CH3:23])=[C:13]([C:15]3[CH:16]=[N:17][CH:18]=[CH:19][CH:20]=3)[N:14]=2)[CH:7]=[CH:8][CH:9]=1.